From a dataset of Catalyst prediction with 721,799 reactions and 888 catalyst types from USPTO. Predict which catalyst facilitates the given reaction. Reactant: C(OC(=O)[NH:7][C:8]1[CH:13]=[C:12]([O:14][CH2:15][C:16]([F:19])([F:18])[F:17])[CH:11]=[CH:10][C:9]=1[NH:20][C:21](=[O:37])[CH2:22][C:23](=O)[C:24]1[CH:29]=[CH:28][CH:27]=[C:26]([C:30]2[CH:31]=[N:32][CH:33]=[CH:34][CH:35]=2)[CH:25]=1)(C)(C)C.C(O)(C(F)(F)F)=O. Product: [N:32]1[CH:33]=[CH:34][CH:35]=[C:30]([C:26]2[CH:25]=[C:24]([C:23]3[CH2:22][C:21](=[O:37])[NH:20][C:9]4[CH:10]=[CH:11][C:12]([O:14][CH2:15][C:16]([F:19])([F:18])[F:17])=[CH:13][C:8]=4[N:7]=3)[CH:29]=[CH:28][CH:27]=2)[CH:31]=1. The catalyst class is: 2.